This data is from Catalyst prediction with 721,799 reactions and 888 catalyst types from USPTO. The task is: Predict which catalyst facilitates the given reaction. (1) The catalyst class is: 86. Product: [I:28][C:20]1[CH:19]=[N:18][N:12]2[C:13]([CH:15]([F:16])[F:17])=[CH:14][C:9]([C:5]3[CH:6]=[CH:7][CH:8]=[C:3]([C:2]([F:21])([F:1])[F:22])[CH:4]=3)=[N:10][C:11]=12. Reactant: [F:1][C:2]([F:22])([F:21])[C:3]1[CH:4]=[C:5]([C:9]2[CH:14]=[C:13]([CH:15]([F:17])[F:16])[N:12]3[N:18]=[CH:19][CH:20]=[C:11]3[N:10]=2)[CH:6]=[CH:7][CH:8]=1.C([O-])(=O)C.[Na+].[I:28]Cl. (2) Reactant: Br[C:2]1[N:3]([C:13]2[N:14]=[CH:15][N:16]=[C:17]([NH2:20])[C:18]=2[N:19]=1)[C@@H:4]1[O:12][C@H:9]([CH2:10][OH:11])[C@@H:7]([OH:8])[C@H:5]1[OH:6].[CH3:21][NH:22][NH2:23]. Product: [NH2:20][C:17]1[N:16]=[CH:15][N:14]=[C:13]2[C:18]=1[N:19]=[C:2]([NH:23][NH:22][CH3:21])[N:3]2[CH:4]1[CH:5]([OH:6])[CH:7]([OH:8])[CH:9]([CH2:10][OH:11])[O:12]1. The catalyst class is: 3. (3) Reactant: [NH2:1][C:2]1[C:3]2[CH:10]=[CH:9][N:8]([C@@H:11]3[O:26][C@H:25]([CH2:27][O:28]CC4C=CC(Cl)=CC=4Cl)[C@@H:14]([O:15]CC4C=CC(Cl)=CC=4Cl)[C@@:12]3([CH2:38][F:39])[OH:13])[C:4]=2[N:5]=[CH:6][N:7]=1. Product: [NH2:1][C:2]1[C:3]2[CH:10]=[CH:9][N:8]([C@@H:11]3[O:26][C@H:25]([CH2:27][OH:28])[C@@H:14]([OH:15])[C@@:12]3([CH2:38][F:39])[OH:13])[C:4]=2[N:5]=[CH:6][N:7]=1. The catalyst class is: 886. (4) Reactant: Br[C:2]1[CH:3]=[C:4]([S:8]([NH:11][C:12]([CH3:15])([CH3:14])[CH3:13])(=[O:10])=[O:9])[CH:5]=[CH:6][CH:7]=1.[CH3:16][C:17]1([CH3:33])[C:21]([CH3:23])([CH3:22])[O:20][B:19]([B:19]2[O:20][C:21]([CH3:23])([CH3:22])[C:17]([CH3:33])([CH3:16])[O:18]2)[O:18]1.CC([O-])=O.[K+]. Product: [C:12]([NH:11][S:8]([C:4]1[CH:5]=[CH:6][CH:7]=[C:2]([B:19]2[O:20][C:21]([CH3:23])([CH3:22])[C:17]([CH3:33])([CH3:16])[O:18]2)[CH:3]=1)(=[O:10])=[O:9])([CH3:15])([CH3:14])[CH3:13]. The catalyst class is: 16. (5) Reactant: [CH3:1][C@H:2]1[CH2:7][CH2:6][C@H:5]([C:8]([N:10]([CH:33]([CH3:35])[CH3:34])[C:11]2[CH:15]=[C:14]([C:16]3[CH:21]=[CH:20][C:19]([NH:22][C:23]([C:25]4[N:26]=[CH:27][S:28][CH:29]=4)=[O:24])=[CH:18][CH:17]=3)[S:13][C:12]=2[C:30]([OH:32])=[O:31])=[O:9])[CH2:4][CH2:3]1.[CH3:36][NH:37][CH2:38][C@@H:39]([C@H:41]([C@@H:43]([C@@H:45]([CH2:47][OH:48])[OH:46])[OH:44])O)[OH:40]. Product: [CH3:1][C@H:2]1[CH2:7][CH2:6][C@H:5]([C:8]([N:10]([C:11]2[CH:15]=[C:14]([C:16]3[CH:17]=[CH:18][C:19]([NH:22][C:23]([C:25]4[N:26]=[CH:27][S:28][CH:29]=4)=[O:24])=[CH:20][CH:21]=3)[S:13][C:12]=2[C:30]([O:32][C@@H:41]([C@@H:43]([C@@H:45]([CH2:47][OH:48])[OH:46])[OH:44])[C@@H:39]([OH:40])[CH2:38][NH:37][CH3:36])=[O:31])[CH:33]([CH3:35])[CH3:34])=[O:9])[CH2:4][CH2:3]1. The catalyst class is: 21. (6) Reactant: [C:1]([CH:9]1[CH2:15][CH2:14][O:13][C:12]2[CH:16]=[C:17]([N:20]3[CH2:24][C@H:23]([CH2:25][NH:26][C:27](=[O:29])[CH3:28])[O:22][C:21]3=[O:30])[CH:18]=[CH:19][C:11]=2[C:10]1=[O:31])(=[O:8])[C:2]1[CH:7]=[CH:6][CH:5]=CC=1.[Li+].C[Si]([N-][Si](C)(C)C)(C)C.[O:42]1C=CC=C1C(Cl)=O.[Cl-].[NH4+]. Product: [O:42]1[CH:5]=[CH:6][CH:7]=[C:2]1[C:1]([CH:9]1[CH2:15][CH2:14][O:13][C:12]2[CH:16]=[C:17]([N:20]3[CH2:24][C@H:23]([CH2:25][NH:26][C:27](=[O:29])[CH3:28])[O:22][C:21]3=[O:30])[CH:18]=[CH:19][C:11]=2[C:10]1=[O:31])=[O:8]. The catalyst class is: 1.